Dataset: Reaction yield outcomes from USPTO patents with 853,638 reactions. Task: Predict the reaction yield, written as a fraction of the theoretical maximum amount of product (1.0 means a 100% yield; for example, 0.34 means a 34% yield). (1) The reactants are [Cl:1][C:2]1[CH:3]=[C:4]2[C:9](=[CH:10][C:11]=1[F:12])[NH:8][C:7](=[O:13])[C:6]([CH:14]=O)=[CH:5]2.[CH3:16][C:17]([S@:20]([NH2:22])=[O:21])([CH3:19])[CH3:18]. The catalyst is CC(C)[O-].[Ti+4].CC(C)[O-].CC(C)[O-].CC(C)[O-].C1COCC1. The product is [Cl:1][C:2]1[CH:3]=[C:4]2[C:9](=[CH:10][C:11]=1[F:12])[NH:8][C:7](=[O:13])[C:6](/[CH:14]=[N:22]/[S@@:20]([C:17]([CH3:19])([CH3:18])[CH3:16])=[O:21])=[CH:5]2. The yield is 1.00. (2) The reactants are Cl.[Cl:2][C:3]1[S:7][C:6]([C:8]([NH2:10])=[NH:9])=[CH:5][CH:4]=1.O=[C:12]1[CH2:16][CH2:15][CH2:14][CH:13]1[C:17](OCC)=[O:18].C[O-].[Na+]. The catalyst is C(O)C. The product is [Cl:2][C:3]1[S:7][C:6]([C:8]2[NH:10][C:17](=[O:18])[C:13]3[CH2:14][CH2:15][CH2:16][C:12]=3[N:9]=2)=[CH:5][CH:4]=1. The yield is 0.710. (3) The reactants are C(OC([N:11]1[CH2:16][CH2:15][CH:14]([CH:17]([O:19][C:20]2[CH:42]=[CH:41][C:23]3[C:24]4[N:28]([CH2:29][CH2:30][O:31][C:22]=3[CH:21]=2)[CH:27]=[C:26]([C:32]2[N:33]([CH:38]([CH3:40])[CH3:39])[N:34]=[C:35]([CH3:37])[N:36]=2)[N:25]=4)[CH3:18])[CH2:13][CH2:12]1)=O)C1C=CC=CC=1.[CH3:43][C:44]([CH3:46])=O. The catalyst is CO.[Pd]. The product is [CH:38]([N:33]1[C:32]([C:26]2[N:25]=[C:24]3[C:23]4[CH:41]=[CH:42][C:20]([O:19][CH:17]([CH:14]5[CH2:15][CH2:16][N:11]([CH:44]([CH3:46])[CH3:43])[CH2:12][CH2:13]5)[CH3:18])=[CH:21][C:22]=4[O:31][CH2:30][CH2:29][N:28]3[CH:27]=2)=[N:36][C:35]([CH3:37])=[N:34]1)([CH3:39])[CH3:40]. The yield is 0.420. (4) The yield is 0.430. The product is [CH2:19]([N:21]1[C:5]([OH:7])=[CH:4][C:3]([C:2]([F:1])([F:11])[F:12])=[N:22]1)[CH3:20]. The catalyst is C(O)(=O)C. The reactants are [F:1][C:2]([F:12])([F:11])[C:3](=O)[CH2:4][C:5]([O:7]CC)=O.C(O)(=O)C(O)=O.[CH2:19]([NH:21][NH2:22])[CH3:20]. (5) The reactants are [CH3:1][N:2]1[CH2:7][CH2:6][CH:5]([O:8][C:9]2[N:14]=[C:13]([NH2:15])[CH:12]=[CH:11][CH:10]=2)[CH2:4][CH2:3]1.[F:16][C:17]1[CH:25]=[C:24]([F:26])[CH:23]=[CH:22][C:18]=1[C:19]([Cl:21])=[O:20]. No catalyst specified. The product is [ClH:21].[F:16][C:17]1[CH:25]=[C:24]([F:26])[CH:23]=[CH:22][C:18]=1[C:19]([NH:15][C:13]1[CH:12]=[CH:11][CH:10]=[C:9]([O:8][CH:5]2[CH2:4][CH2:3][N:2]([CH3:1])[CH2:7][CH2:6]2)[N:14]=1)=[O:20]. The yield is 0.830. (6) The reactants are [Br:1][C:2]1[CH:11]=[CH:10][C:9]2[C:4](=[CH:5][C:6](Br)=[CH:7][CH:8]=2)[CH:3]=1.[Li]CCCC.[CH3:18][S:19]SC.O. The catalyst is C1COCC1. The product is [Br:1][C:2]1[CH:11]=[CH:10][C:9]2[C:4](=[CH:5][C:6]([S:19][CH3:18])=[CH:7][CH:8]=2)[CH:3]=1. The yield is 0.820.